Dataset: Full USPTO retrosynthesis dataset with 1.9M reactions from patents (1976-2016). Task: Predict the reactants needed to synthesize the given product. (1) Given the product [Cl:1][C:2]1[N:7]=[CH:6][C:5]2[N:8]=[C:9]([CH2:17][O:18][CH:20]3[CH2:21][CH2:22][CH2:23][CH2:24][O:19]3)[N:10]([C@@H:11]([CH3:16])[C:12]([F:13])([F:14])[F:15])[C:4]=2[CH:3]=1, predict the reactants needed to synthesize it. The reactants are: [Cl:1][C:2]1[N:7]=[CH:6][C:5]2[N:8]=[C:9]([CH2:17][OH:18])[N:10]([C@@H:11]([CH3:16])[C:12]([F:15])([F:14])[F:13])[C:4]=2[CH:3]=1.[O:19]1[CH:24]=[CH:23][CH2:22][CH2:21][CH2:20]1.C1(C)C=CC(S(O)(=O)=O)=CC=1. (2) Given the product [Cl:11][C:12]1[CH:17]=[CH:16][C:15]([CH:18]([C:3](=[O:4])[C:2]([F:9])([F:8])[F:1])[C:19]([O:21][CH2:22][CH3:23])=[O:20])=[C:14]([F:24])[CH:13]=1, predict the reactants needed to synthesize it. The reactants are: [F:1][C:2]([F:9])([F:8])[C:3](OCC)=[O:4].[Na].[Cl:11][C:12]1[CH:17]=[CH:16][C:15]([CH2:18][C:19]([O:21][CH2:22][CH3:23])=[O:20])=[C:14]([F:24])[CH:13]=1.Cl. (3) Given the product [O:11]1[CH2:10][CH2:9][N:4]([C:5](=[S:8])[O:6][CH3:7])[NH:3][CH2:1]1, predict the reactants needed to synthesize it. The reactants are: [CH2:1]=O.[NH2:3][N:4]([CH2:9][CH2:10][OH:11])[C:5](=[S:8])[O:6][CH3:7]. (4) Given the product [Cl:31][C:25]1[CH:26]=[CH:27][CH:28]=[C:29]([F:30])[C:24]=1[CH2:23][N:1]1[CH2:2][CH2:3][C:4]2([O:11][C:10]3[C:12]4[C:17]([C:18](=[O:21])[C:19](=[O:20])[C:9]=3[S:8][CH2:7]2)=[CH:16][CH:15]=[CH:14][CH:13]=4)[CH2:5][CH2:6]1, predict the reactants needed to synthesize it. The reactants are: [NH:1]1[CH2:6][CH2:5][C:4]2([O:11][C:10]3[C:12]4[C:17]([C:18](=[O:21])[C:19](=[O:20])[C:9]=3[S:8][CH2:7]2)=[CH:16][CH:15]=[CH:14][CH:13]=4)[CH2:3][CH2:2]1.Br[CH2:23][C:24]1[C:29]([F:30])=[CH:28][CH:27]=[CH:26][C:25]=1[Cl:31].